This data is from Reaction yield outcomes from USPTO patents with 853,638 reactions. The task is: Predict the reaction yield, written as a fraction of the theoretical maximum amount of product (1.0 means a 100% yield; for example, 0.34 means a 34% yield). (1) The reactants are [CH3:1][N:2]([CH3:36])[CH2:3][C:4]([NH:6][C:7]1[CH:15]=[CH:14][CH:13]=[C:12]2[C:8]=1[C:9](=[O:35])[N:10]([CH:17]([C:24]1[CH:29]=[CH:28][C:27]([O:30][CH3:31])=[C:26]([O:32][CH2:33][CH3:34])[CH:25]=1)[CH2:18][C:19]([N:21]([CH3:23])[CH3:22])=[O:20])[C:11]2=[O:16])=[O:5].[ClH:37].CCOCC. The catalyst is C(OCC)(=O)C. The product is [ClH:37].[CH3:36][N:2]([CH3:1])[CH2:3][C:4]([NH:6][C:7]1[CH:15]=[CH:14][CH:13]=[C:12]2[C:8]=1[C:9](=[O:35])[N:10]([CH:17]([C:24]1[CH:29]=[CH:28][C:27]([O:30][CH3:31])=[C:26]([O:32][CH2:33][CH3:34])[CH:25]=1)[CH2:18][C:19]([N:21]([CH3:22])[CH3:23])=[O:20])[C:11]2=[O:16])=[O:5]. The yield is 0.840. (2) The reactants are [I:1][C:2]1[CH:7]=[CH:6][C:5]([OH:8])=[CH:4][CH:3]=1.[Si:9](Cl)([C:12]([CH3:15])([CH3:14])[CH3:13])([CH3:11])[CH3:10].N1C=CN=C1. The catalyst is ClCCl. The product is [C:12]([Si:9]([O:8][C:5]1[CH:6]=[CH:7][C:2]([I:1])=[CH:3][CH:4]=1)([CH3:11])[CH3:10])([CH3:15])([CH3:14])[CH3:13]. The yield is 0.940.